This data is from Forward reaction prediction with 1.9M reactions from USPTO patents (1976-2016). The task is: Predict the product of the given reaction. (1) Given the reactants [N+:1]([C:4]1[CH:13]=[C:12]2[C:7]([CH:8]=[C:9]([C:14]([OH:16])=O)[N:10]=[CH:11]2)=[CH:6][CH:5]=1)([O-:3])=[O:2].CN(C(ON1N=NC2C=CC=CC1=2)=[N+](C)C)C.F[P-](F)(F)(F)(F)F.CCN(C(C)C)C(C)C.[NH:50]1[CH:54]=[CH:53][N:52]=[C:51]1[NH:55][C:56]([C:58]1[C:66]2[NH:65][C:64]([NH2:67])=[N:63][C:62]=2[CH:61]=[CH:60][CH:59]=1)=[O:57], predict the reaction product. The product is: [NH:52]1[CH:53]=[CH:54][N:50]=[C:51]1[NH:55][C:56]([C:58]1[C:66]2[NH:65][C:64]([NH:67][C:14]([C:9]3[N:10]=[CH:11][C:12]4[C:7]([CH:8]=3)=[CH:6][CH:5]=[C:4]([N+:1]([O-:3])=[O:2])[CH:13]=4)=[O:16])=[N:63][C:62]=2[CH:61]=[CH:60][CH:59]=1)=[O:57]. (2) The product is: [Cl:1][C:2]1[CH:10]=[C:9]2[C:5]([C:6]([C:16]3[N:17]=[C:18]4[C:24]([C:25]([OH:38])=[O:26])=[CH:23][N:22]([CH2:27][O:28][CH2:29][CH2:30][Si:31]([CH3:33])([CH3:32])[CH3:34])[C:19]4=[N:20][CH:21]=3)=[N:7][N:8]2[CH2:11][CH2:12][N:13]([CH3:15])[CH3:14])=[C:4]([F:35])[CH:3]=1. Given the reactants [Cl:1][C:2]1[CH:10]=[C:9]2[C:5]([C:6]([C:16]3[N:17]=[C:18]4[C:24]([CH:25]=[O:26])=[CH:23][N:22]([CH2:27][O:28][CH2:29][CH2:30][Si:31]([CH3:34])([CH3:33])[CH3:32])[C:19]4=[N:20][CH:21]=3)=[N:7][N:8]2[CH2:11][CH2:12][N:13]([CH3:15])[CH3:14])=[C:4]([F:35])[CH:3]=1.S(=O)(=O)([OH:38])N.Cl([O-])=O.[Na+].OP([O-])(O)=O.[K+], predict the reaction product. (3) Given the reactants [Cl:1][C:2]1[N:7]=[C:6]([C:8]2[CH:13]=[CH:12][C:11]([O:14]C)=[CH:10][CH:9]=2)[CH:5]=[CH:4][N:3]=1.B(Br)(Br)Br, predict the reaction product. The product is: [Cl:1][C:2]1[N:7]=[C:6]([C:8]2[CH:13]=[CH:12][C:11]([OH:14])=[CH:10][CH:9]=2)[CH:5]=[CH:4][N:3]=1. (4) Given the reactants [Cl:1][C:2]1[CH:3]=[C:4]([CH:8]=[C:9]([O:11][CH3:12])[N:10]=1)[C:5]([OH:7])=O.[F:13][C:14]1[CH:15]=[C:16]2[C:20](=[CH:21][CH:22]=1)[NH:19][CH2:18][CH2:17]2.CN(C(ON1N=NC2C=CC=CC1=2)=[N+](C)C)C.[B-](F)(F)(F)F, predict the reaction product. The product is: [Cl:1][C:2]1[CH:3]=[C:4]([C:5]([N:19]2[C:20]3[C:16](=[CH:15][C:14]([F:13])=[CH:22][CH:21]=3)[CH2:17][CH2:18]2)=[O:7])[CH:8]=[C:9]([O:11][CH3:12])[N:10]=1. (5) Given the reactants [CH:1]([C:4]1[O:8][N:7]=[C:6]([C:9]([O:11][CH2:12][CH3:13])=[O:10])[CH:5]=1)([CH3:3])[CH3:2].[N+:14]([O-])([OH:16])=[O:15], predict the reaction product. The product is: [CH:1]([C:4]1[O:8][N:7]=[C:6]([C:9]([O:11][CH2:12][CH3:13])=[O:10])[C:5]=1[N+:14]([O-:16])=[O:15])([CH3:3])[CH3:2].